Dataset: Forward reaction prediction with 1.9M reactions from USPTO patents (1976-2016). Task: Predict the product of the given reaction. (1) Given the reactants [C:1]([O:5][C:6]([NH:8][CH2:9][C:10]1[CH:18]=[CH:17][C:16]([F:19])=[CH:15][C:11]=1[C:12](O)=[O:13])=[O:7])([CH3:4])([CH3:3])[CH3:2].Cl.C[N:22](C)CCCN=C=NCC.ON1C2N=CC=CC=2N=N1, predict the reaction product. The product is: [NH2:22][C:12]([C:11]1[CH:15]=[C:16]([F:19])[CH:17]=[CH:18][C:10]=1[CH2:9][NH:8][C:6](=[O:7])[O:5][C:1]([CH3:4])([CH3:3])[CH3:2])=[O:13]. (2) Given the reactants Br[C:2]1[C:3]2[N:4]([C:8]([CH3:11])=[N:9][N:10]=2)[CH:5]=[CH:6][CH:7]=1.C([Sn](CCCC)(CCCC)[C:17](=[CH2:28])[C:18]([O:20][CH2:21][C:22]1[CH:27]=[CH:26][CH:25]=[CH:24][CH:23]=1)=[O:19])CCC, predict the reaction product. The product is: [CH3:11][C:8]1[N:4]2[CH:5]=[CH:6][CH:7]=[C:2]([C:17](=[CH2:28])[C:18]([O:20][CH2:21][C:22]3[CH:27]=[CH:26][CH:25]=[CH:24][CH:23]=3)=[O:19])[C:3]2=[N:10][N:9]=1. (3) Given the reactants [CH:1]([S:3]([N:6]1[CH2:15][CH2:14][C:9]2([O:13][CH2:12][CH2:11][O:10]2)[CH2:8][CH2:7]1)(=[O:5])=[O:4])=[CH2:2].Br[C:17]1[C:22]([CH3:23])=[CH:21][C:20]([N:24]2[C:28]([CH3:30])([CH3:29])[C:27](=[O:31])[NH:26][C:25]2=[O:32])=[CH:19][C:18]=1[CH3:33].F[B-](F)(F)F.[H+].C(P(C(C)(C)C)C(C)(C)C)(C)(C)C.CN(C1CCCCC1)C1CCCCC1, predict the reaction product. The product is: [O:13]1[C:9]2([CH2:8][CH2:7][N:6]([S:3](/[CH:1]=[CH:2]/[C:17]3[C:18]([CH3:33])=[CH:19][C:20]([N:24]4[C:28]([CH3:30])([CH3:29])[C:27](=[O:31])[NH:26][C:25]4=[O:32])=[CH:21][C:22]=3[CH3:23])(=[O:4])=[O:5])[CH2:15][CH2:14]2)[O:10][CH2:11][CH2:12]1. (4) Given the reactants [C:1]([O:5][C:6]([NH:8][C@@H:9]([C:13]([CH3:17])([CH3:16])[CH:14]=[CH2:15])[C:10]([OH:12])=O)=[O:7])([CH3:4])([CH3:3])[CH3:2].F[P-](F)(F)(F)(F)F.N1(O[P+](N2CCCC2)(N2CCCC2)N2CCCC2)C2C=CC=CC=2N=N1.C(N(C(C)C)CC)(C)C.[CH3:60]/[C:61](=[CH:67]\[C@@H:68]([NH:72][CH3:73])[CH:69]([CH3:71])[CH3:70])/[C:62]([O:64][CH2:65][CH3:66])=[O:63], predict the reaction product. The product is: [C:1]([O:5][C:6]([NH:8][CH:9]([C:13]([CH3:17])([CH3:16])[CH:14]=[CH2:15])[C:10]([N:72]([CH3:73])[C@@H:68]([CH:69]([CH3:71])[CH3:70])/[CH:67]=[C:61](\[CH3:60])/[C:62]([O:64][CH2:65][CH3:66])=[O:63])=[O:12])=[O:7])([CH3:2])([CH3:3])[CH3:4]. (5) Given the reactants [C@@H:1]1([N:10]2[C:20]3[N:19]=[C:17]([NH2:18])[NH:16][C:14](=[O:15])[C:13]=3[N:12]=[CH:11]2)[O:9][C@H:6]([CH2:7][OH:8])[C@@H:4]([OH:5])[C@H:2]1[OH:3].[C:21](Cl)(=[O:28])[C:22]1[CH:27]=[CH:26][CH:25]=[CH:24][CH:23]=1.C(=O)(O)[O-].[Na+], predict the reaction product. The product is: [C:21]([C@@:1]1([N:10]2[C:20]3[N:19]=[C:17]([NH2:18])[NH:16][C:14](=[O:15])[C:13]=3[N:12]=[CH:11]2)[O:9][C@H:6]([CH2:7][OH:8])[C@@H:4]([OH:5])[C@H:2]1[OH:3])(=[O:28])[C:22]1[CH:27]=[CH:26][CH:25]=[CH:24][CH:23]=1. (6) Given the reactants [F:1][C:2]([F:14])([F:13])[C:3]([NH:5][C:6]1([C:10]([OH:12])=O)[CH2:9][O:8][CH2:7]1)=[O:4].[CH:15]1([C:18]2[C:19]([O:28][CH2:29][CH:30]3[CH2:32][CH2:31]3)=[CH:20][C:21]([C:24](=[N:26]O)[NH2:25])=[N:22][CH:23]=2)[CH2:17][CH2:16]1, predict the reaction product. The product is: [CH:15]1([C:18]2[C:19]([O:28][CH2:29][CH:30]3[CH2:32][CH2:31]3)=[CH:20][C:21]([C:24]3[N:26]=[C:10]([C:6]4([NH:5][C:3](=[O:4])[C:2]([F:1])([F:14])[F:13])[CH2:7][O:8][CH2:9]4)[O:12][N:25]=3)=[N:22][CH:23]=2)[CH2:17][CH2:16]1. (7) Given the reactants [CH:1]([C:3]1[N:4]=[CH:5][NH:6][CH:7]=1)=[O:2].[C:8]1([CH3:18])[CH:13]=[CH:12][C:11]([S:14](Cl)(=[O:16])=[O:15])=[CH:10][CH:9]=1.C(N(CC)CC)C.CCCCCCC, predict the reaction product. The product is: [S:14]([N:6]1[CH:7]=[C:3]([CH:1]=[O:2])[N:4]=[CH:5]1)([C:11]1[CH:12]=[CH:13][C:8]([CH3:18])=[CH:9][CH:10]=1)(=[O:16])=[O:15]. (8) The product is: [F:35][C:20]([F:19])([F:34])[C:21]1[CH:22]=[CH:23][C:24]([C:27]2[N:28]=[CH:29][C:30]([NH:33][CH:3]([C:8]3[CH:18]=[CH:17][C:11]([C:12]([O:14][CH2:15][CH3:16])=[O:13])=[CH:10][CH:9]=3)[CH2:4][CH2:5][CH3:6])=[CH:31][N:32]=2)=[CH:25][CH:26]=1. Given the reactants CO.[C:3]([C:8]1[CH:18]=[CH:17][C:11]([C:12]([O:14][CH2:15][CH3:16])=[O:13])=[CH:10][CH:9]=1)(=O)[CH2:4][CH2:5][CH3:6].[F:19][C:20]([F:35])([F:34])[C:21]1[CH:26]=[CH:25][C:24]([C:27]2[N:32]=[CH:31][C:30]([NH2:33])=[CH:29][N:28]=2)=[CH:23][CH:22]=1.[B][B][B][B][B][B][B][B][B][B], predict the reaction product. (9) Given the reactants C(Cl)CCl.C1C=CC2N(O)N=NC=2C=1.CCN(C(C)C)C(C)C.[CH3:24][O:25][C:26]([CH:28]1[CH2:32][C:31]2([S:37][CH2:36][CH2:35][CH2:34][S:33]2)[CH2:30][N:29]1C(=O)C(N)C(C)(C)C)=[O:27], predict the reaction product. The product is: [CH3:24][O:25][C:26]([CH:28]1[CH2:32][C:31]2([S:33][CH2:34][CH2:35][CH2:36][S:37]2)[CH2:30][NH:29]1)=[O:27]. (10) Given the reactants [OH:1][C:2]1[CH:7]=[CH:6][C:5]([N:8]2[CH2:13][CH2:12][CH:11]([O:14][C:15]3[CH:20]=[CH:19][C:18]([O:21][C:22]([F:25])([F:24])[F:23])=[CH:17][CH:16]=3)[CH2:10][CH2:9]2)=[CH:4][CH:3]=1.[Cl:26][C:27]1[N:28]([CH2:35][C@@:36]2([CH3:39])[O:38][CH2:37]2)[CH:29]=[C:30]([N+:32]([O-:34])=[O:33])[N:31]=1, predict the reaction product. The product is: [Cl:26][C:27]1[N:28]([CH2:35][C@:36]([OH:38])([CH3:37])[CH2:39][O:1][C:2]2[CH:3]=[CH:4][C:5]([N:8]3[CH2:9][CH2:10][CH:11]([O:14][C:15]4[CH:20]=[CH:19][C:18]([O:21][C:22]([F:25])([F:23])[F:24])=[CH:17][CH:16]=4)[CH2:12][CH2:13]3)=[CH:6][CH:7]=2)[CH:29]=[C:30]([N+:32]([O-:34])=[O:33])[N:31]=1.